This data is from Reaction yield outcomes from USPTO patents with 853,638 reactions. The task is: Predict the reaction yield, written as a fraction of the theoretical maximum amount of product (1.0 means a 100% yield; for example, 0.34 means a 34% yield). (1) The reactants are [CH3:1][C:2]1[O:3][C:4]([C:22]2[CH:27]=[CH:26][CH:25]=[CH:24][CH:23]=2)=[CH:5][C:6]=1[CH:7]([NH:12][C:13]1[CH:21]=[CH:20][C:16]([C:17]([OH:19])=O)=[CH:15][CH:14]=1)[CH2:8][CH2:9][CH2:10][CH3:11].[CH3:28][NH:29][CH2:30][CH2:31][C:32]([O:34]CC)=[O:33].Cl.C(N=C=NCCCN(C)C)C.O.OC1C2N=NNC=2C=CC=1. The catalyst is CN(C)C=O.C(OCC)(=O)C.C(N(CC)CC)C. The product is [CH3:28][N:29]([C:17]([C:16]1[CH:20]=[CH:21][C:13]([NH:12][CH:7]([C:6]2[CH:5]=[C:4]([C:22]3[CH:23]=[CH:24][CH:25]=[CH:26][CH:27]=3)[O:3][C:2]=2[CH3:1])[CH2:8][CH2:9][CH2:10][CH3:11])=[CH:14][CH:15]=1)=[O:19])[CH2:30][CH2:31][C:32]([OH:34])=[O:33]. The yield is 0.940. (2) The reactants are [N+:1]([C:4]1[CH:5]=[C:6]([CH:8]=[CH:9][CH:10]=1)[NH2:7])([O-:3])=[O:2].[F:11][C:12]([F:25])([O:16][C:17]1[CH:18]=[C:19]([CH:22]=[CH:23][CH:24]=1)[CH:20]=O)[CH:13]([F:15])[F:14].C(O)(=O)C.[BH-](OC(C)=O)(OC(C)=O)OC(C)=O.[Na+]. The catalyst is ClC(Cl)C. The product is [N+:1]([C:4]1[CH:5]=[C:6]([NH:7][CH2:20][C:19]2[CH:22]=[CH:23][CH:24]=[C:17]([O:16][C:12]([F:11])([F:25])[CH:13]([F:14])[F:15])[CH:18]=2)[CH:8]=[CH:9][CH:10]=1)([O-:3])=[O:2]. The yield is 0.700. (3) The reactants are C([Li])(C)(C)C.C(OC([N:13]1[C:21]2[C:16](=[CH:17][CH:18]=[C:19]([F:22])[CH:20]=2)[CH2:15][CH2:14]1)=O)(C)(C)C.[O:23]1CCC[CH2:24]1. No catalyst specified. The product is [F:22][C:19]1[C:20]([CH:24]=[O:23])=[C:21]2[C:16]([CH2:15][CH2:14][NH:13]2)=[CH:17][CH:18]=1. The yield is 0.420. (4) The reactants are [Cl:1][C:2]1[CH:7]=[CH:6][C:5]([C:8]2[NH:9][CH:10]=[CH:11][N:12]=2)=[CH:4][CH:3]=1.[H-].[Na+].[C:15]1([S:21](Cl)(=[O:23])=[O:22])[CH:20]=[CH:19][CH:18]=[CH:17][CH:16]=1. The catalyst is C1COCC1. The product is [Cl:1][C:2]1[CH:3]=[CH:4][C:5]([C:8]2[N:12]([S:21]([C:15]3[CH:20]=[CH:19][CH:18]=[CH:17][CH:16]=3)(=[O:23])=[O:22])[CH:11]=[CH:10][N:9]=2)=[CH:6][CH:7]=1. The yield is 0.549. (5) The reactants are [Si]([O:8][CH2:9][C:10]1[O:15][C:14](=O)[C:13]2[S:17][C:18]3[CH2:23][CH2:22][CH2:21][CH2:20][C:19]=3[C:12]=2[C:11]=1[C:24]1[C:25]([CH3:34])=[C:26]2[C:31](=[CH:32][CH:33]=1)[O:30][CH2:29][CH2:28][CH2:27]2)(C(C)(C)C)(C)C.[CH3:35][NH2:36]. The catalyst is CCO. The product is [OH:8][CH2:9][C:10]1[N:36]([CH3:35])[C:14](=[O:15])[C:13]2[S:17][C:18]3[CH2:23][CH2:22][CH2:21][CH2:20][C:19]=3[C:12]=2[C:11]=1[C:24]1[C:25]([CH3:34])=[C:26]2[C:31](=[CH:32][CH:33]=1)[O:30][CH2:29][CH2:28][CH2:27]2. The yield is 0.750. (6) The reactants are [Br:1][C:2]1[C:3]([OH:12])=[C:4]([CH:7]=[CH:8][C:9]=1[O:10][CH3:11])[CH:5]=[O:6].IC.[C:15]([O-])([O-])=O.[K+].[K+].O. The catalyst is CN(C)C=O. The product is [Br:1][C:2]1[C:3]([O:12][CH3:15])=[C:4]([CH:7]=[CH:8][C:9]=1[O:10][CH3:11])[CH:5]=[O:6]. The yield is 0.840. (7) The reactants are Br[C:2]1[CH:3]=[N:4][CH:5]=[C:6]([Br:8])[CH:7]=1.[F:9][C:10]1[CH:11]=[CH:12][C:13](B2OC(C)(C)C(C)(C)O2)=[C:14]([CH:17]=1)[C:15]#[N:16]. The catalyst is COCCOC.C(=O)([O-])[O-].[Na+].[Na+].O. The product is [Br:8][C:6]1[CH:7]=[C:2]([C:13]2[CH:12]=[CH:11][C:10]([F:9])=[CH:17][C:14]=2[C:15]#[N:16])[CH:3]=[N:4][CH:5]=1. The yield is 0.810.